This data is from NCI-60 drug combinations with 297,098 pairs across 59 cell lines. The task is: Regression. Given two drug SMILES strings and cell line genomic features, predict the synergy score measuring deviation from expected non-interaction effect. Drug 1: C1=CC(=CC=C1CCC2=CNC3=C2C(=O)NC(=N3)N)C(=O)NC(CCC(=O)O)C(=O)O. Drug 2: CC(C)(C#N)C1=CC(=CC(=C1)CN2C=NC=N2)C(C)(C)C#N. Cell line: CCRF-CEM. Synergy scores: CSS=28.6, Synergy_ZIP=1.21, Synergy_Bliss=-4.68, Synergy_Loewe=-18.2, Synergy_HSA=-3.81.